Dataset: Forward reaction prediction with 1.9M reactions from USPTO patents (1976-2016). Task: Predict the product of the given reaction. (1) The product is: [C:16]([O:15][C:13]([NH:3][CH2:4][C:5]([C:7]1[CH:8]=[N:9][CH:10]=[CH:11][CH:12]=1)=[O:6])=[O:14])([CH3:19])([CH3:18])[CH3:17]. Given the reactants Cl.Cl.[NH2:3][CH2:4][C:5]([C:7]1[CH:8]=[N:9][CH:10]=[CH:11][CH:12]=1)=[O:6].[C:13](O[C:13]([O:15][C:16]([CH3:19])([CH3:18])[CH3:17])=[O:14])([O:15][C:16]([CH3:19])([CH3:18])[CH3:17])=[O:14].C(N(CC)CC)C.O, predict the reaction product. (2) Given the reactants [CH:1]([C:3]1[CH:11]=[CH:10][C:6]([C:7]([OH:9])=[O:8])=[CH:5][CH:4]=1)=O.[OH:12][C:13]1[CH:18]=[CH:17][C:16]([C:19](=[O:21])[CH3:20])=[CH:15][C:14]=1[CH3:22].[OH-].[K+].Cl, predict the reaction product. The product is: [OH:12][C:13]1[CH:18]=[CH:17][C:16]([C:19](=[O:21])/[CH:20]=[CH:1]/[C:3]2[CH:11]=[CH:10][C:6]([C:7]([OH:9])=[O:8])=[CH:5][CH:4]=2)=[CH:15][C:14]=1[CH3:22]. (3) Given the reactants C[O:2][C:3]([C:5]1[N:6]([NH:10][C:11]([CH:13]2[CH:17]([CH3:18])[CH2:16][N:15]([CH2:19][C:20]3[CH:25]=[CH:24][CH:23]=[CH:22][CH:21]=3)[CH2:14]2)=O)[CH:7]=[N:8][CH:9]=1)=O.[OH-].[NH4+:27], predict the reaction product. The product is: [CH2:19]([N:15]1[CH2:16][CH:17]([CH3:18])[CH:13]([C:11]2[NH:27][C:3](=[O:2])[C:5]3=[CH:9][N:8]=[CH:7][N:6]3[N:10]=2)[CH2:14]1)[C:20]1[CH:25]=[CH:24][CH:23]=[CH:22][CH:21]=1. (4) Given the reactants [CH2:1]([O:3][C:4]([C:6]1[C:10]([CH3:11])=[C:9]([C:12]2[CH:17]=[CH:16][C:15]([O:18][CH3:19])=[CH:14][CH:13]=2)[N:8]([C:20]2[CH:25]=[CH:24][C:23]([Cl:26])=[CH:22][C:21]=2[Cl:27])[N:7]=1)=[O:5])[CH3:2].[Br:28]N1C(=O)CCC1=O, predict the reaction product. The product is: [CH2:1]([O:3][C:4]([C:6]1[C:10]([CH2:11][Br:28])=[C:9]([C:12]2[CH:13]=[CH:14][C:15]([O:18][CH3:19])=[CH:16][CH:17]=2)[N:8]([C:20]2[CH:25]=[CH:24][C:23]([Cl:26])=[CH:22][C:21]=2[Cl:27])[N:7]=1)=[O:5])[CH3:2]. (5) The product is: [CH3:16][C:11]1([CH3:17])[C:12]([CH3:15])([CH3:14])[O:13][B:9]([C:6]2[CH:7]=[CH:8][C:3]([CH2:2][S:19][CH3:18])=[CH:4][CH:5]=2)[O:10]1. Given the reactants Br[CH2:2][C:3]1[CH:8]=[CH:7][C:6]([B:9]2[O:13][C:12]([CH3:15])([CH3:14])[C:11]([CH3:17])([CH3:16])[O:10]2)=[CH:5][CH:4]=1.[CH3:18][S-:19].[Na+], predict the reaction product. (6) Given the reactants [CH2:1]([CH:3]1[N:10](C(OCC2C=CC=CC=2)=O)[CH2:9][CH:8]2[N:5]([CH2:6][CH2:7]2)[C:4]1=[O:21])[CH3:2], predict the reaction product. The product is: [CH2:1]([CH:3]1[NH:10][CH2:9][CH:8]2[N:5]([CH2:6][CH2:7]2)[C:4]1=[O:21])[CH3:2].